The task is: Predict hERG channel inhibition at various concentrations.. This data is from hERG Central: cardiac toxicity at 1µM, 10µM, and general inhibition. (1) The drug is Cc1cccc(OCC(=O)Nc2ccc3c(c2)nc(CCN2CCCCC2)n3C)c1. Results: hERG_inhib (hERG inhibition (general)): blocker. (2) The drug is Cc1cc(OCC(=O)Nc2ccc(CN3CCOCC3)cc2)ccc1Cl. Results: hERG_inhib (hERG inhibition (general)): blocker. (3) Results: hERG_inhib (hERG inhibition (general)): blocker. The drug is Cc1cccc(OCC(O)Cn2c(=N)n(CCN3CCOCC3)c3ccccc32)c1.Cl. (4) The molecule is OC(CCN1CCCCC1)c1ccc(-c2ccccc2)cc1. Results: hERG_inhib (hERG inhibition (general)): blocker. (5) The compound is CCN1/C(=C/C=C/C=C/c2sc3ccccc3[n+]2CC)Sc2ccccc21.[I-]. Results: hERG_inhib (hERG inhibition (general)): blocker.